From a dataset of Full USPTO retrosynthesis dataset with 1.9M reactions from patents (1976-2016). Predict the reactants needed to synthesize the given product. (1) Given the product [C:1]([O:5][C:6](=[O:11])[NH:7][CH2:8][CH2:9][N:26]=[N+:27]=[N-:28])([CH3:4])([CH3:3])[CH3:2], predict the reactants needed to synthesize it. The reactants are: [C:1]([O:5][C:6](=[O:11])[NH:7][CH2:8][CH2:9]O)([CH3:4])([CH3:3])[CH3:2].C1(P([N:26]=[N+:27]=[N-:28])(C2C=CC=CC=2)=O)C=CC=CC=1.C1(P(C2C=CC=CC=2)C2C=CC=CC=2)C=CC=CC=1.CCOC(/N=N/C(OCC)=O)=O.C1(C)C=CC=CC=1. (2) Given the product [C:21]([O:20][CH2:19][CH:6]1[CH2:7][CH2:8][NH:9][CH2:13]1)(=[O:22])[CH3:23], predict the reactants needed to synthesize it. The reactants are: CC(OC[CH:6]([CH2:19][O:20][C:21]([CH3:23])=[O:22])[CH2:7][CH2:8][N:9]1[C:13]2N=C(N)N=CC=2N=C1)=O.NC1N=C(Cl)C(NC=O)=C(Cl)N=1.C(OCC(CCCCN)C([O-])=O)(=O)C.C(OC(=CCCC(C)N)C([O-])=O)(=O)C. (3) Given the product [CH3:8][C:9]1[CH:37]=[CH:36][CH:35]=[C:34]([CH3:38])[C:10]=1/[CH:11]=[CH:12]/[N:13]1[CH:21]=[N:20][C:19]2[C:14]1=[N:15][C:16]([N:1]1[CH:5]=[CH:4][N:3]=[CH:2]1)=[N:17][C:18]=2[NH:22][C:23]1[CH:28]=[CH:27][C:26]([P:29]([CH3:32])([CH3:31])=[O:30])=[CH:25][CH:24]=1, predict the reactants needed to synthesize it. The reactants are: [NH:1]1[CH:5]=[CH:4][N:3]=[CH:2]1.[H-].[Na+].[CH3:8][C:9]1[CH:37]=[CH:36][CH:35]=[C:34]([CH3:38])[C:10]=1/[CH:11]=[CH:12]/[N:13]1[CH:21]=[N:20][C:19]2[C:14]1=[N:15][C:16](Cl)=[N:17][C:18]=2[NH:22][C:23]1[CH:28]=[CH:27][C:26]([P:29]([CH3:32])([CH3:31])=[O:30])=[CH:25][CH:24]=1. (4) Given the product [Br:1][C:2]1[CH:15]=[CH:14][C:13]2[O:12][C:11]3[C:6](=[CH:7][C:8]([O:16][CH3:17])=[CH:9][CH:10]=3)[C:5](=[CH:19][CH3:20])[C:4]=2[CH:3]=1, predict the reactants needed to synthesize it. The reactants are: [Br:1][C:2]1[CH:15]=[CH:14][C:13]2[O:12][C:11]3[C:6](=[CH:7][C:8]([O:16][CH3:17])=[CH:9][CH:10]=3)[C:5](=O)[C:4]=2[CH:3]=1.[CH2:19]1COC[CH2:20]1.C([Mg]Br)C.CC1C=CC(S(O)(=O)=O)=CC=1.N1C=CC=CC=1. (5) Given the product [Si:9]([O:16][CH:17]1[CH2:22][CH2:21][N:20]([C:23]([C:30]2[CH:35]=[CH:34][CH:33]=[CH:32][CH:31]=2)([C:24]2[CH:29]=[CH:28][CH:27]=[CH:26][CH:25]=2)[C:36]2[CH:41]=[CH:40][CH:39]=[CH:38][CH:37]=2)[CH2:19]/[C:18]/1=[CH:42]\[CH2:43][C:4]#[N:5])([C:12]([CH3:14])([CH3:15])[CH3:13])([CH3:10])[CH3:11], predict the reactants needed to synthesize it. The reactants are: [C-]#N.[Na+].[CH3:4][N:5](C)C=O.[Si:9]([O:16][CH:17]1[CH2:22][CH2:21][N:20]([C:23]([C:36]2[CH:41]=[CH:40][CH:39]=[CH:38][CH:37]=2)([C:30]2[CH:35]=[CH:34][CH:33]=[CH:32][CH:31]=2)[C:24]2[CH:29]=[CH:28][CH:27]=[CH:26][CH:25]=2)[CH2:19]/[C:18]/1=[CH:42]\[CH2:43]OS(C1C=CC(C)=CC=1)(=O)=O)([C:12]([CH3:15])([CH3:14])[CH3:13])([CH3:11])[CH3:10].